From a dataset of Experimentally validated miRNA-target interactions with 360,000+ pairs, plus equal number of negative samples. Binary Classification. Given a miRNA mature sequence and a target amino acid sequence, predict their likelihood of interaction. The miRNA is hsa-miR-653-3p with sequence UUCACUGGAGUUUGUUUCAAUA. The protein sequence of the target gene is MASRDSNHAGESFLGSDGDEEATRELETEEESEGEEDETAAESEEEPDSRLSDQDEEGKIKQEYIISDPSFSMVTVQREDSGITWETNSSRSSTPWASEESQTSGVCSREGSTVNSPPGNVSFIVDEVKKVRKRTHKSKHGSPSLRRKGNRKRNSFESQDVPTNKKGSPLTSASQVLTTEKEKSYTGIYDKARKKKTTSNTPPITGAIYKEHKPLVLRPVYIGTVQYKIKMFNSVKEELIPLQFYGTLPKGYVIKEIHYRKGKDASISLEPDLDNSGSNTVSKTRKLVAQSIEDKVKEVF.... Result: 0 (no interaction).